Predict the product of the given reaction. From a dataset of Forward reaction prediction with 1.9M reactions from USPTO patents (1976-2016). (1) Given the reactants [C:1]1([N:7]2[CH2:12][CH2:11][CH:10]([NH:13][C:14](=[O:22])OC3C=CC=CC=3)[CH2:9][CH2:8]2)[CH:6]=[CH:5][CH:4]=[CH:3][CH:2]=1.Cl.[CH3:24][S:25]([N:28]1[C:41]2[C:36](=[CH:37][CH:38]=[CH:39][CH:40]=2)[C:30]2([CH2:35][CH2:34][NH:33][CH2:32][CH2:31]2)[CH2:29]1)(=[O:27])=[O:26], predict the reaction product. The product is: [CH3:24][S:25]([N:28]1[C:41]2[C:36](=[CH:37][CH:38]=[CH:39][CH:40]=2)[C:30]2([CH2:31][CH2:32][N:33]([C:14]([NH:13][CH:10]3[CH2:9][CH2:8][N:7]([C:1]4[CH:2]=[CH:3][CH:4]=[CH:5][CH:6]=4)[CH2:12][CH2:11]3)=[O:22])[CH2:34][CH2:35]2)[CH2:29]1)(=[O:26])=[O:27]. (2) Given the reactants C(O)(=O)C1C(=CC=CC=1)C([O-])=O.[K+].[CH2:14](C(O)=O)[C:15]([CH2:17]C(O)=O)=[O:16].[CH2:24]([O:26][C:27](=[O:30])[CH2:28][NH2:29])[CH3:25].[CH2:31]([O:33][C:34]([CH:36]([CH2:40][CH:41]=O)[CH2:37][CH:38]=O)=[O:35])[CH3:32].C(=O)([O-])[O-].[K+].[K+], predict the reaction product. The product is: [CH2:31]([O:33][C:34]([CH:36]1[CH2:37][CH:38]2[N:29]([CH2:28][C:27]([O:26][CH2:24][CH3:25])=[O:30])[CH:41]([CH2:14][C:15](=[O:16])[CH2:17]2)[CH2:40]1)=[O:35])[CH3:32]. (3) Given the reactants C1(C)C=CC(S(O)(=O)=O)=CC=1.[C:12]1([CH2:18][C:19]([OH:21])=[O:20])[CH:17]=[CH:16][CH:15]=[CH:14][CH:13]=1.[O:22]1[CH:27]=[CH:26][CH2:25][CH2:24][CH2:23]1.C(N(CC)CC)C, predict the reaction product. The product is: [C:12]1([CH2:18][C:19]([O:21][CH:23]2[CH2:24][CH2:25][CH2:26][CH2:27][O:22]2)=[O:20])[CH:17]=[CH:16][CH:15]=[CH:14][CH:13]=1. (4) Given the reactants [F:1][CH:2]([F:20])[C:3]1[CH:8]=[CH:7][C:6](B2OC(C)(C)C(C)(C)O2)=[C:5]([O:18][CH3:19])[CH:4]=1.[Br:21][C:22]1[CH:31]=[C:30]2[C:25]([C:26](Cl)=[N:27][C:28]([CH3:32])=[N:29]2)=[CH:24][CH:23]=1.C(=O)([O-])[O-].[K+].[K+].O, predict the reaction product. The product is: [Br:21][C:22]1[CH:31]=[C:30]2[C:25]([C:26]([C:6]3[CH:7]=[CH:8][C:3]([CH:2]([F:1])[F:20])=[CH:4][C:5]=3[O:18][CH3:19])=[N:27][C:28]([CH3:32])=[N:29]2)=[CH:24][CH:23]=1. (5) Given the reactants [CH3:1][C:2]1[CH:8]=[CH:7][CH:6]=[C:5]([CH3:9])[C:3]=1[NH2:4].Cl[C:11]([O:13][CH2:14][CH2:15][CH3:16])=[O:12], predict the reaction product. The product is: [CH2:14]([O:13][C:11](=[O:12])[NH:4][C:3]1[C:5]([CH3:9])=[CH:6][CH:7]=[CH:8][C:2]=1[CH3:1])[CH2:15][CH3:16]. (6) Given the reactants [CH2:1]([C:3]1[NH:7][N:6]=[C:5]([NH2:8])[CH:4]=1)C.Br[C:10]1[C:11](=[O:18])[N:12]([CH3:17])[N:13]=[C:14]([Cl:16])[CH:15]=1.C(=O)([O-])[O-].[Cs+].[Cs+].CC1(C)C2C(=C(P(C3C=CC=CC=3)C3C=CC=CC=3)C=CC=2)OC2C(P(C3C=CC=CC=3)C3C=CC=CC=3)=CC=CC1=2, predict the reaction product. The product is: [Cl:16][C:14]1[CH:15]=[C:10]([NH:8][C:5]2[CH:4]=[C:3]([CH3:1])[NH:7][N:6]=2)[C:11](=[O:18])[N:12]([CH3:17])[N:13]=1. (7) Given the reactants [CH3:1][O:2][C:3]1[CH:4]=[C:5]2[C:10](=[CH:11][C:12]=1[OH:13])[N:9]=[CH:8][CH:7]=[C:6]2[O:14][C:15]1[C:16]([CH3:25])=[N:17][C:18]2[C:23]([CH:24]=1)=[CH:22][CH:21]=[CH:20][CH:19]=2.Br[CH2:27][CH2:28][CH2:29][N:30]1[C:38](=[O:39])[C:37]2[C:32](=[CH:33][CH:34]=[CH:35][CH:36]=2)[C:31]1=[O:40].C(=O)([O-])[O-].[K+].[K+], predict the reaction product. The product is: [CH3:1][O:2][C:3]1[CH:4]=[C:5]2[C:10](=[CH:11][C:12]=1[O:13][CH2:27][CH2:28][CH2:29][N:30]1[C:38](=[O:39])[C:37]3[C:32](=[CH:33][CH:34]=[CH:35][CH:36]=3)[C:31]1=[O:40])[N:9]=[CH:8][CH:7]=[C:6]2[O:14][C:15]1[C:16]([CH3:25])=[N:17][C:18]2[C:23]([CH:24]=1)=[CH:22][CH:21]=[CH:20][CH:19]=2. (8) Given the reactants Cl[C:2]1[C:3]([N:12]2[CH2:17][CH2:16][N:15]([C:18]([NH:20][C:21]3[CH:26]=[CH:25][CH:24]=[C:23]([F:27])[CH:22]=3)=[O:19])[CH2:14][CH:13]2[C:28]2[CH:33]=[CH:32][CH:31]=[CH:30][CH:29]=2)=[N:4][C:5]2[C:10]([N:11]=1)=[CH:9][CH:8]=[CH:7][CH:6]=2.[C-:34]#[N:35].[Na+], predict the reaction product. The product is: [C:34]([C:2]1[C:3]([N:12]2[CH2:17][CH2:16][N:15]([C:18]([NH:20][C:21]3[CH:26]=[CH:25][CH:24]=[C:23]([F:27])[CH:22]=3)=[O:19])[CH2:14][CH:13]2[C:28]2[CH:33]=[CH:32][CH:31]=[CH:30][CH:29]=2)=[N:4][C:5]2[C:10]([N:11]=1)=[CH:9][CH:8]=[CH:7][CH:6]=2)#[N:35]. (9) The product is: [N+:21]([C:13]1[CH:14]=[C:15]([N+:18]([O-:20])=[O:19])[CH:16]=[CH:17][C:12]=1[O-:11])([O-:23])=[O:22].[NH2:10][N+:6]1[CH:7]=[CH:8][C:9]2[O:1][CH:2]=[CH:3][C:4]=2[CH:5]=1. Given the reactants [O:1]1[C:9]2[CH:8]=[CH:7][N:6]=[CH:5][C:4]=2[CH:3]=[CH:2]1.[NH2:10][O:11][C:12]1[CH:17]=[CH:16][C:15]([N+:18]([O-:20])=[O:19])=[CH:14][C:13]=1[N+:21]([O-:23])=[O:22].C(OCC)C, predict the reaction product.